From a dataset of Full USPTO retrosynthesis dataset with 1.9M reactions from patents (1976-2016). Predict the reactants needed to synthesize the given product. (1) Given the product [Br:5][C:6]1[C:15]([OH:16])=[CH:14][CH:13]=[C:12]2[C:7]=1[CH:8]=[CH:9][N:10]=[C:11]2[Cl:18], predict the reactants needed to synthesize it. The reactants are: B(Br)(Br)Br.[Br:5][C:6]1[C:15]([O:16]C)=[CH:14][CH:13]=[C:12]2[C:7]=1[CH:8]=[CH:9][N:10]=[C:11]2[Cl:18].N. (2) Given the product [F:17][CH:16]([F:18])[C@H:15]([C:12]1[CH:11]=[CH:10][C:9]([C:4]2[CH:3]=[C:2]([NH:1][C:27]3[N:32]=[C:31]([C:33]([F:36])([F:35])[F:34])[CH:30]=[CH:29][N:28]=3)[CH:7]=[C:6]([F:8])[CH:5]=2)=[CH:14][CH:13]=1)[OH:19], predict the reactants needed to synthesize it. The reactants are: [NH2:1][C:2]1[CH:3]=[C:4]([C:9]2[CH:14]=[CH:13][C:12]([C@H:15]([OH:19])[CH:16]([F:18])[F:17])=[CH:11][CH:10]=2)[CH:5]=[C:6]([F:8])[CH:7]=1.C(=O)([O-])[O-].[Cs+].[Cs+].Cl[C:27]1[N:32]=[C:31]([C:33]([F:36])([F:35])[F:34])[CH:30]=[CH:29][N:28]=1.